Dataset: Catalyst prediction with 721,799 reactions and 888 catalyst types from USPTO. Task: Predict which catalyst facilitates the given reaction. (1) Reactant: Cl.[O:2]1[CH2:7][CH2:6][N:5]([C:8](=[O:21])[CH2:9][C:10]2[CH:20]=[CH:19][C:13]3[CH2:14][CH2:15][NH:16][CH2:17][CH2:18][C:12]=3[CH:11]=2)[CH2:4][CH2:3]1.C(N(CC)CC)C.[C:29]1(=O)[CH2:32][CH2:31][CH2:30]1.C(O[BH-](OC(=O)C)OC(=O)C)(=O)C.[Na+].[OH-].[Na+]. Product: [CH:29]1([N:16]2[CH2:17][CH2:18][C:12]3[CH:11]=[C:10]([CH2:9][C:8]([N:5]4[CH2:4][CH2:3][O:2][CH2:7][CH2:6]4)=[O:21])[CH:20]=[CH:19][C:13]=3[CH2:14][CH2:15]2)[CH2:32][CH2:31][CH2:30]1. The catalyst class is: 585. (2) Reactant: [F:1][C:2]1[CH:3]=[C:4]([C@H:10]2[CH2:14][O:13][C:12](=[O:15])[NH:11]2)[C:5]([O:8][CH3:9])=[N:6][CH:7]=1.[H-].[Na+].Cl[C:19]1[CH:24]=[CH:23][N:22]2[N:25]=[CH:26][C:27]([C:28]([NH:30][CH2:31][CH2:32][Cl:33])=[O:29])=[C:21]2[N:20]=1.[NH4+].[Cl-]. Product: [Cl:33][CH2:32][CH2:31][NH:30][C:28]([C:27]1[CH:26]=[N:25][N:22]2[CH:23]=[CH:24][C:19]([N:11]3[C@@H:10]([C:4]4[C:5]([O:8][CH3:9])=[N:6][CH:7]=[C:2]([F:1])[CH:3]=4)[CH2:14][O:13][C:12]3=[O:15])=[N:20][C:21]=12)=[O:29]. The catalyst class is: 18. (3) Reactant: C([O:5][C:6](=[O:41])[CH2:7][CH2:8][O:9][C:10]1[C:15]([C:16]2[CH:17]=[N:18][C:19]([NH:31][C:32](=[O:36])[NH:33][CH2:34][CH3:35])=[CH:20][C:21]=2[C:22]2[S:23][CH:24]=[C:25]([C:27]([F:30])([F:29])[F:28])[N:26]=2)=[CH:14][C:13]([C:37]([O:39][CH3:40])=[O:38])=[CH:12][N:11]=1)(C)(C)C.FC(F)(F)C(O)=O. Product: [CH2:34]([NH:33][C:32]([NH:31][C:19]1[N:18]=[CH:17][C:16]([C:15]2[C:10]([O:9][CH2:8][CH2:7][C:6]([OH:41])=[O:5])=[N:11][CH:12]=[C:13]([C:37]([O:39][CH3:40])=[O:38])[CH:14]=2)=[C:21]([C:22]2[S:23][CH:24]=[C:25]([C:27]([F:28])([F:30])[F:29])[N:26]=2)[CH:20]=1)=[O:36])[CH3:35]. The catalyst class is: 4. (4) Reactant: [CH2:1]([C@:8]([NH:38][C:39](=[O:45])[O:40][C:41]([CH3:44])([CH3:43])[CH3:42])([CH3:37])[C:9]([NH:11][NH:12][C:13](=[O:36])[C:14]1[CH:19]=[C:18]([N:20]([CH3:25])[S:21]([CH3:24])(=[O:23])=[O:22])[N:17]=[C:16]([N:26]([CH2:32][CH2:33][O:34][CH3:35])[CH2:27][CH:28]2[CH2:30][CH:29]2[CH3:31])[CH:15]=1)=O)[C:2]1[CH:7]=[CH:6][CH:5]=[CH:4][CH:3]=1.C1(P(C2C=CC=CC=2)C2C=CC=CC=2)C=CC=CC=1.N1C=CN=C1.C(Br)(Br)(Br)Br. The catalyst class is: 2. Product: [CH3:35][O:34][CH2:33][CH2:32][N:26]([CH2:27][C@@H:28]1[CH2:30][C@H:29]1[CH3:31])[C:16]1[CH:15]=[C:14]([C:13]2[O:36][C:9]([C@@:8]([NH:38][C:39](=[O:45])[O:40][C:41]([CH3:42])([CH3:44])[CH3:43])([CH3:37])[CH2:1][C:2]3[CH:7]=[CH:6][CH:5]=[CH:4][CH:3]=3)=[N:11][N:12]=2)[CH:19]=[C:18]([N:20]([CH3:25])[S:21]([CH3:24])(=[O:23])=[O:22])[N:17]=1. (5) Reactant: [CH:1]1([N:4]([CH2:28][C:29]2[CH:34]=[C:33]([CH2:35][CH2:36][CH2:37][O:38][CH3:39])[CH:32]=[C:31]([OH:40])[CH:30]=2)[C:5]([C@H:7]2[C@H:12]([C:13]3[CH:18]=[CH:17][N:16]([CH3:19])[C:15](=[O:20])[CH:14]=3)[CH2:11][CH2:10][N:9]([C:21]([O:23][C:24]([CH3:27])([CH3:26])[CH3:25])=[O:22])[CH2:8]2)=[O:6])[CH2:3][CH2:2]1.C(=O)([O-])[O-].[Cs+].[Cs+].[I-].[Na+].Cl[CH2:50][CH2:51][O:52][CH:53]1[CH2:55][CH2:54]1. Product: [CH:1]1([N:4]([CH2:28][C:29]2[CH:34]=[C:33]([CH2:35][CH2:36][CH2:37][O:38][CH3:39])[CH:32]=[C:31]([O:40][CH2:50][CH2:51][O:52][CH:53]3[CH2:55][CH2:54]3)[CH:30]=2)[C:5]([C@H:7]2[C@H:12]([C:13]3[CH:18]=[CH:17][N:16]([CH3:19])[C:15](=[O:20])[CH:14]=3)[CH2:11][CH2:10][N:9]([C:21]([O:23][C:24]([CH3:25])([CH3:26])[CH3:27])=[O:22])[CH2:8]2)=[O:6])[CH2:3][CH2:2]1. The catalyst class is: 3.